Dataset: Forward reaction prediction with 1.9M reactions from USPTO patents (1976-2016). Task: Predict the product of the given reaction. (1) Given the reactants [Br:1][C:2]1[CH:3]=[CH:4][C:5](F)=[C:6]([CH:9]=1)[CH:7]=[O:8].[CH2:11]([CH:13]1[CH2:18][CH2:17][CH2:16][CH2:15][NH:14]1)[CH3:12].C(=O)([O-])[O-].[Na+].[Na+], predict the reaction product. The product is: [Br:1][C:2]1[CH:3]=[CH:4][C:5]([N:14]2[CH2:15][CH2:16][CH2:17][CH2:18][CH:13]2[CH2:11][CH3:12])=[C:6]([CH:9]=1)[CH:7]=[O:8]. (2) Given the reactants [C:1]([O:5][C:6](=[O:35])[NH:7][C:8]1([C:12]2[CH:17]=[CH:16][C:15]([C:18]3[C:27]([C:28]4[CH:33]=[CH:32][CH:31]=[CH:30][CH:29]=4)=[CH:26][C:25]4[C:24](=S)[NH:23][CH2:22][CH2:21][C:20]=4[N:19]=3)=[CH:14][CH:13]=2)[CH2:11][CH2:10][CH2:9]1)([CH3:4])([CH3:3])[CH3:2].[CH2:36](O)[CH3:37], predict the reaction product. The product is: [C:1]([O:5][C:6](=[O:35])[NH:7][C:8]1([C:12]2[CH:17]=[CH:16][C:15]([C:18]3[C:27]([C:28]4[CH:33]=[CH:32][CH:31]=[CH:30][CH:29]=4)=[CH:26][C:25]4[CH2:24][N:23]([CH2:36][CH3:37])[CH2:22][CH2:21][C:20]=4[N:19]=3)=[CH:14][CH:13]=2)[CH2:11][CH2:10][CH2:9]1)([CH3:4])([CH3:3])[CH3:2]. (3) Given the reactants [CH:1]1([NH:4][C:5]([C:7]2[N:8]=[N:9][N:10]([C:24]3[CH:29]=[CH:28][C:27]([C:30]([NH:32][CH2:33][CH3:34])=[O:31])=[CH:26][CH:25]=3)[C:11]=2[CH2:12][N:13]2C(=O)C3C(=CC=CC=3)C2=O)=[O:6])[CH2:3][CH2:2]1.O.NN, predict the reaction product. The product is: [NH2:13][CH2:12][C:11]1[N:10]([C:24]2[CH:25]=[CH:26][C:27]([C:30]([NH:32][CH2:33][CH3:34])=[O:31])=[CH:28][CH:29]=2)[N:9]=[N:8][C:7]=1[C:5]([NH:4][CH:1]1[CH2:3][CH2:2]1)=[O:6]. (4) Given the reactants [F:1][C:2]1[CH:3]=[C:4]([C:13]2[N:17]([C:18]3[CH:19]=[N:20][CH:21]=[CH:22][CH:23]=3)[N:16]=[C:15]([C:24]3[CH:32]=[CH:31][CH:30]=[C:29]4[C:25]=3[CH2:26][NH:27][C:28]4=[O:33])[CH:14]=2)[CH:5]=[C:6]([O:8][C:9]([F:12])([F:11])[F:10])[CH:7]=1.O.O.O.O.O.O.O.[N+]([O-])([O-])=[O:42].[Mg+2].[N+]([O-])([O-])=O.[Mn]([O-])(=O)(=O)=O.[K+], predict the reaction product. The product is: [F:1][C:2]1[CH:3]=[C:4]([C:13]2[N:17]([C:18]3[CH:19]=[N:20][CH:21]=[CH:22][CH:23]=3)[N:16]=[C:15]([C:24]3[CH:32]=[CH:31][CH:30]=[C:29]4[C:25]=3[C:26](=[O:42])[NH:27][C:28]4=[O:33])[CH:14]=2)[CH:5]=[C:6]([O:8][C:9]([F:10])([F:11])[F:12])[CH:7]=1. (5) Given the reactants [Cl:1][C:2]1[CH:7]=[CH:6][C:5]([NH:8][C:9]([NH:11][CH2:12][CH:13]2[O:18][CH2:17][CH2:16][N:15](C(OC(C)(C)C)=O)[CH2:14]2)=[O:10])=[CH:4][CH:3]=1, predict the reaction product. The product is: [Cl:1][C:2]1[CH:7]=[CH:6][C:5]([NH:8][C:9]([NH:11][CH2:12][CH:13]2[O:18][CH2:17][CH2:16][NH:15][CH2:14]2)=[O:10])=[CH:4][CH:3]=1. (6) Given the reactants Cl[C:2]1[C:3]2[N:4]([C:8]([C:13](=[O:17])[CH2:14][CH2:15]C)=[C:9]([CH2:11][CH3:12])[N:10]=2)[CH:5]=[CH:6][N:7]=1.[CH3:18][C:19]1[CH:24]=[C:23]([CH3:25])[C:22](B(O)O)=[C:21]([O:29][CH3:30])[CH:20]=1.O.O.O.O.O.O.O.O.[OH-].[Ba+2].[OH-].[CH3:42]OCCOC, predict the reaction product. The product is: [CH2:11]([C:9]1[N:10]=[C:3]2[C:2]([C:20]3[C:19]([CH3:18])=[CH:24][C:23]([CH3:25])=[CH:22][C:21]=3[O:29][CH3:30])=[N:7][CH:6]=[CH:5][N:4]2[C:8]=1[C:13](=[O:17])[CH:14]([CH3:15])[CH3:42])[CH3:12]. (7) Given the reactants [O:1]1[C:5]2([CH2:10][CH2:9][CH:8]([NH:11][C:12]3[NH:16][N:15]=[CH:14][CH:13]=3)[CH2:7][CH2:6]2)[O:4][CH2:3][CH2:2]1.N12CCCN=C1CCCCC2.[C:28]([C:30]1[CH:35]=[CH:34][CH:33]=[CH:32][C:31]=1[C:36]1[CH:41]=[CH:40][C:39]([CH2:42][CH:43]([C:49](=O)[CH2:50][CH2:51][CH3:52])[C:44](OCC)=[O:45])=[CH:38][CH:37]=1)#[N:29].C(OCC)(=O)C, predict the reaction product. The product is: [O:4]1[C:5]2([CH2:6][CH2:7][CH:8]([N:11]3[C:44](=[O:45])[C:43]([CH2:42][C:39]4[CH:40]=[CH:41][C:36]([C:31]5[C:30]([C:28]#[N:29])=[CH:35][CH:34]=[CH:33][CH:32]=5)=[CH:37][CH:38]=4)=[C:49]([CH2:50][CH2:51][CH3:52])[N:16]4[N:15]=[CH:14][CH:13]=[C:12]34)[CH2:9][CH2:10]2)[O:1][CH2:2][CH2:3]1. (8) Given the reactants [N:1]1([CH2:6][CH2:7][CH2:8][O:9][C:10]2[CH:15]=[CH:14][C:13]([C:16]3([C:22]([OH:24])=[O:23])[CH2:21][CH2:20][O:19][CH2:18][CH2:17]3)=[CH:12][CH:11]=2)[CH2:5][CH2:4][CH2:3][CH2:2]1.S(Cl)(Cl)=O.[CH3:29]O, predict the reaction product. The product is: [N:1]1([CH2:6][CH2:7][CH2:8][O:9][C:10]2[CH:15]=[CH:14][C:13]([C:16]3([C:22]([O:24][CH3:29])=[O:23])[CH2:21][CH2:20][O:19][CH2:18][CH2:17]3)=[CH:12][CH:11]=2)[CH2:5][CH2:4][CH2:3][CH2:2]1. (9) Given the reactants [CH2:1]([O:3][P:4]([CH:9]([F:27])[CH2:10][C@@H:11]([OH:26])[C@@H:12]([OH:25])[C@@H:13]([OH:24])[CH2:14][NH:15][O:16][CH2:17][C:18]1[CH:23]=[CH:22][CH:21]=[CH:20][CH:19]=1)(=[O:8])[O:5][CH2:6][CH3:7])[CH3:2].[CH:28](OCC(F)(F)F)=[O:29].CCOC(C)=O.CO, predict the reaction product. The product is: [CH2:1]([O:3][P:4]([CH:9]([F:27])[CH2:10][C@@H:11]([OH:26])[C@@H:12]([OH:25])[C@@H:13]([OH:24])[CH2:14][N:15]([O:16][CH2:17][C:18]1[CH:19]=[CH:20][CH:21]=[CH:22][CH:23]=1)[CH:28]=[O:29])(=[O:8])[O:5][CH2:6][CH3:7])[CH3:2]. (10) Given the reactants [CH3:1][C:2]1[CH:3]=[CH:4][C:5]([N:8]([CH:16]2[CH2:21][CH2:20][N:19]([CH2:22][CH2:23][C:24]3([CH2:30][C:31]([OH:33])=O)[CH2:29][CH2:28][CH2:27][CH2:26][CH2:25]3)[CH2:18][CH2:17]2)[C:9]([C:11]2[O:12][CH:13]=[CH:14][CH:15]=2)=[O:10])=[N:6][CH:7]=1.C(Cl)(=O)C(Cl)=O.[NH:40]1[CH2:45][CH2:44][O:43][CH2:42][CH2:41]1, predict the reaction product. The product is: [N:40]1([C:31](=[O:33])[CH2:30][C:24]2([CH2:23][CH2:22][N:19]3[CH2:20][CH2:21][CH:16]([N:8]([C:5]4[CH:4]=[CH:3][C:2]([CH3:1])=[CH:7][N:6]=4)[C:9]([C:11]4[O:12][CH:13]=[CH:14][CH:15]=4)=[O:10])[CH2:17][CH2:18]3)[CH2:25][CH2:26][CH2:27][CH2:28][CH2:29]2)[CH2:45][CH2:44][O:43][CH2:42][CH2:41]1.